Dataset: Reaction yield outcomes from USPTO patents with 853,638 reactions. Task: Predict the reaction yield, written as a fraction of the theoretical maximum amount of product (1.0 means a 100% yield; for example, 0.34 means a 34% yield). (1) The product is [Cl:38][C:39]1[C:44]([O:45][CH3:46])=[N:43][C:42](/[CH:47]=[CH:19]\[CH:20]2[CH2:21][CH2:22][O:23][CH2:24][CH2:25]2)=[CH:41][CH:40]=1. The yield is 0.600. The reactants are C[Si](C)(C)[N-][Si](C)(C)C.[Li+].[I-].C1([P+](C2C=CC=CC=2)(C2C=CC=CC=2)[CH2:19][CH:20]2[CH2:25][CH2:24][O:23][CH2:22][CH2:21]2)C=CC=CC=1.[Cl:38][C:39]1[CH:40]=[CH:41][C:42]([CH:47]=O)=[N:43][C:44]=1[O:45][CH3:46].O. The catalyst is O1CCCC1. (2) The reactants are [C:1]1([C@H:7]([OH:9])[CH3:8])[CH:6]=[CH:5][CH:4]=[CH:3][CH:2]=1.[H-].[Na+].CS(O[CH2:17][CH:18]=[C:19]([C:26]1[CH:31]=[CH:30][CH:29]=[CH:28][CH:27]=1)[C:20]1[CH:25]=[CH:24][CH:23]=[CH:22][CH:21]=1)(=O)=O. The catalyst is C1COCC1.CN(C=O)C.O.CCOCC. The product is [C:1]1([C@H:7]([O:9][CH2:17][CH:18]=[C:19]([C:20]2[CH:25]=[CH:24][CH:23]=[CH:22][CH:21]=2)[C:26]2[CH:31]=[CH:30][CH:29]=[CH:28][CH:27]=2)[CH3:8])[CH:6]=[CH:5][CH:4]=[CH:3][CH:2]=1. The yield is 0.310.